From a dataset of Reaction yield outcomes from USPTO patents with 853,638 reactions. Predict the reaction yield, written as a fraction of the theoretical maximum amount of product (1.0 means a 100% yield; for example, 0.34 means a 34% yield). (1) The reactants are [CH:1]1([C:7]2[C:15]3[C:14](=[O:16])[NH:13][C:12]([C:17]4[CH:22]=[CH:21][C:20]([NH:23][C:24](=[O:26])[CH3:25])=[CH:19][C:18]=4[O:27][CH3:28])=[N:11][C:10]=3[N:9]([CH3:29])[N:8]=2)[CH2:6][CH2:5][CH2:4][CH2:3][CH2:2]1.[CH3:30][O:31]CC(O)=O. The product is [CH:1]1([C:7]2[C:15]3[C:14](=[O:16])[NH:13][C:12]([C:17]4[CH:22]=[CH:21][C:20]([NH:23][C:24](=[O:26])[CH2:25][O:31][CH3:30])=[CH:19][C:18]=4[O:27][CH3:28])=[N:11][C:10]=3[N:9]([CH3:29])[N:8]=2)[CH2:2][CH2:3][CH2:4][CH2:5][CH2:6]1. No catalyst specified. The yield is 0.960. (2) The reactants are [O:1]1[CH2:6][CH2:5][N:4]([C:7]2[CH:15]=[CH:14][C:10]([C:11]([OH:13])=O)=[CH:9][CH:8]=2)[CH2:3][CH2:2]1.C(N1C=CN=C1)(N1C=CN=C1)=O.[NH2:28][C@H:29]1[CH2:34][C:33]2[C:35]([N:39]3[CH2:44][CH2:43][N:42]([CH3:45])[CH2:41][CH2:40]3)=[CH:36][CH:37]=[CH:38][C:32]=2[O:31][CH2:30]1. The catalyst is CN(C)C=O. The product is [CH3:45][N:42]1[CH2:43][CH2:44][N:39]([C:35]2[C:33]3[CH2:34][C@H:29]([NH:28][C:11](=[O:13])[C:10]4[CH:9]=[CH:8][C:7]([N:4]5[CH2:3][CH2:2][O:1][CH2:6][CH2:5]5)=[CH:15][CH:14]=4)[CH2:30][O:31][C:32]=3[CH:38]=[CH:37][CH:36]=2)[CH2:40][CH2:41]1. The yield is 0.680. (3) The reactants are [C:1]([C:5]1[CH:10]=[CH:9][C:8]([C@@H:11]([OH:16])[CH2:12][CH2:13][CH2:14][Cl:15])=[CH:7][CH:6]=1)([CH3:4])([CH3:3])[CH3:2].[CH2:17]([O:19]CC)[CH3:18].C(Cl)(=O)C. The catalyst is O. The product is [C:17]([O:16][C@H:11]([C:8]1[CH:7]=[CH:6][C:5]([C:1]([CH3:4])([CH3:2])[CH3:3])=[CH:10][CH:9]=1)[CH2:12][CH2:13][CH2:14][Cl:15])(=[O:19])[CH3:18]. The yield is 0.860. (4) The yield is 0.550. The reactants are Cl[C:2]1[N:6]([CH2:7][CH3:8])[N:5]=[CH:4][C:3]=1[N+:9]([O-:11])=[O:10].[F:12][C:13]([F:25])([F:24])[C:14]([NH:16][CH:17]1[CH2:23][CH2:22][CH2:21][NH:20][CH2:19][CH2:18]1)=[O:15]. The product is [CH2:7]([N:6]1[C:2]([N:20]2[CH2:21][CH2:22][CH2:23][CH:17]([NH:16][C:14](=[O:15])[C:13]([F:24])([F:12])[F:25])[CH2:18][CH2:19]2)=[C:3]([N+:9]([O-:11])=[O:10])[CH:4]=[N:5]1)[CH3:8]. No catalyst specified. (5) The reactants are [CH3:1][N:2]1[CH2:7][CH2:6][N:5]([CH2:8][CH2:9][OH:10])[CH2:4][CH2:3]1.Cl[C:12]1[N:17]=[CH:16][C:15](/[C:18](/[C:28]2[CH:33]=[CH:32][C:31]([OH:34])=[CH:30][CH:29]=2)=[C:19](\[C:22]2[CH:27]=[CH:26][CH:25]=[CH:24][CH:23]=2)/[CH2:20][CH3:21])=[CH:14][CH:13]=1. No catalyst specified. The product is [CH3:1][N:2]1[CH2:7][CH2:6][N:5]([CH2:8][CH2:9][O:10][C:12]2[N:17]=[CH:16][C:15](/[C:18](/[C:28]3[CH:29]=[CH:30][C:31]([OH:34])=[CH:32][CH:33]=3)=[C:19](\[C:22]3[CH:27]=[CH:26][CH:25]=[CH:24][CH:23]=3)/[CH2:20][CH3:21])=[CH:14][CH:13]=2)[CH2:4][CH2:3]1. The yield is 0.950. (6) The reactants are [NH:1]1[CH:5]=[CH:4][CH:3]=[C:2]1[C:6]([O:8][CH3:9])=[O:7].[H-].[Na+].Br.Br[CH2:14][C:15]([C:17]1[CH:18]=[N:19][CH:20]=[CH:21][CH:22]=1)=[O:16].[NH4+].[Cl-]. The catalyst is CN(C=O)C.CCOC(C)=O. The product is [O:16]=[C:15]([C:17]1[CH:18]=[N:19][CH:20]=[CH:21][CH:22]=1)[CH2:14][N:1]1[CH:5]=[CH:4][CH:3]=[C:2]1[C:6]([O:8][CH3:9])=[O:7]. The yield is 0.190. (7) The yield is 0.890. The catalyst is C1C=CC(/C=C/C(/C=C/C2C=CC=CC=2)=O)=CC=1.C1C=CC(/C=C/C(/C=C/C2C=CC=CC=2)=O)=CC=1.C1C=CC(/C=C/C(/C=C/C2C=CC=CC=2)=O)=CC=1.[Pd].[Pd].C1(P(C2CCCCC2)C2C=CC=CC=2C2C(OC)=CC=CC=2OC)CCCCC1.O. The reactants are Cl[C:2]1[N:7]=[C:6]2[C:8]3[C:14]([O:15][CH3:16])=[CH:13][CH:12]=[CH:11][C:9]=3[O:10][C:5]2=[CH:4][CH:3]=1.[CH:17]([C:20]1[CH:25]=[CH:24][CH:23]=[C:22]([CH:26]([CH3:28])[CH3:27])[C:21]=1[N:29]1[C:33]2[CH:34]=[CH:35][CH:36]=[CH:37][C:32]=2[N:31]=[C:30]1[C:38]1[CH:43]=[CH:42][CH:41]=[C:40](B2OC(C)(C)C(C)(C)O2)[CH:39]=1)([CH3:19])[CH3:18].P([O-])([O-])([O-])=O.[K+].[K+].[K+].C1(C)C=CC=CC=1. The product is [CH:17]([C:20]1[CH:25]=[CH:24][CH:23]=[C:22]([CH:26]([CH3:28])[CH3:27])[C:21]=1[N:29]1[C:33]2[CH:34]=[CH:35][CH:36]=[CH:37][C:32]=2[N:31]=[C:30]1[C:38]1[CH:39]=[C:40]([C:2]2[N:7]=[C:6]3[C:8]4[C:14]([O:15][CH3:16])=[CH:13][CH:12]=[CH:11][C:9]=4[O:10][C:5]3=[CH:4][CH:3]=2)[CH:41]=[CH:42][CH:43]=1)([CH3:18])[CH3:19]. (8) The reactants are C1(P(C2C=CC3C(=CC=CC=3)C=2C2C3C(=CC=CC=3)C=CC=2)C2C=CC=CC=2)C=CC=CC=1.C(=O)([O-])[O-].[Cs+].[Cs+].[C:40]1([S:46]([C:49]2[CH:50]=[C:51](Br)[CH:52]=[CH:53][CH:54]=2)(=[O:48])=[O:47])[CH:45]=[CH:44][CH:43]=[CH:42][CH:41]=1.[C:56]([O:60][C:61]([N:63]1[CH2:68][CH2:67][NH:66][CH2:65][CH2:64]1)=[O:62])([CH3:59])([CH3:58])[CH3:57]. The catalyst is O1CCOCC1. The product is [C:40]1([S:46]([C:49]2[CH:50]=[C:51]([N:66]3[CH2:65][CH2:64][N:63]([C:61]([O:60][C:56]([CH3:59])([CH3:58])[CH3:57])=[O:62])[CH2:68][CH2:67]3)[CH:52]=[CH:53][CH:54]=2)(=[O:48])=[O:47])[CH:45]=[CH:44][CH:43]=[CH:42][CH:41]=1. The yield is 0.710. (9) The reactants are [N+:1]([C:4]1[CH:5]=[C:6]2[C:10](=[CH:11][CH:12]=1)[NH:9][C:8]([C:13]([O:15][CH2:16][CH3:17])=[O:14])=[CH:7]2)([O-])=O.[H][H]. The catalyst is C(OCC)(=O)C.[C].[Pd]. The product is [NH2:1][C:4]1[CH:5]=[C:6]2[C:10](=[CH:11][CH:12]=1)[NH:9][C:8]([C:13]([O:15][CH2:16][CH3:17])=[O:14])=[CH:7]2. The yield is 0.661. (10) The catalyst is Cl.O1CCOCC1. The reactants are [F:1][C:2]1[CH:7]=[CH:6][CH:5]=[C:4]([F:8])[C:3]=1[C:9]1[S:10][C:11]([NH:38]C(=O)OC(C)(C)C)=[C:12]([C:14](=[O:37])[NH:15][C:16]2[CH:17]=[N:18][N:19]([CH2:35][CH3:36])[C:20]=2[N:21]2[CH2:27][CH2:26][CH2:25][CH:24]([NH:28]C(=O)C(F)(F)F)[CH2:23][CH2:22]2)[N:13]=1.C([O-])([O-])=O.[K+].[K+]. The product is [NH2:38][C:11]1[S:10][C:9]([C:3]2[C:4]([F:8])=[CH:5][CH:6]=[CH:7][C:2]=2[F:1])=[N:13][C:12]=1[C:14]([NH:15][C:16]1[CH:17]=[N:18][N:19]([CH2:35][CH3:36])[C:20]=1[N:21]1[CH2:27][CH2:26][CH2:25][CH:24]([NH2:28])[CH2:23][CH2:22]1)=[O:37]. The yield is 0.990.